From a dataset of Reaction yield outcomes from USPTO patents with 853,638 reactions. Predict the reaction yield, written as a fraction of the theoretical maximum amount of product (1.0 means a 100% yield; for example, 0.34 means a 34% yield). (1) The reactants are [N:1]12[CH2:8][CH2:7][CH:4]([CH2:5][CH2:6]1)[C:3](=[O:9])[CH2:2]2.[CH:10]([Mg]Br)=[CH2:11].Cl.[OH-].[Na+]. The catalyst is O1CCCC1. The product is [CH:10]([C:3]1([OH:9])[CH:4]2[CH2:7][CH2:8][N:1]([CH2:6][CH2:5]2)[CH2:2]1)=[CH2:11]. The yield is 0.540. (2) The reactants are [NH2:1][C:2]1[C:10]([N+:11]([O-:13])=[O:12])=[CH:9][CH:8]=[CH:7][C:3]=1[C:4]([OH:6])=[O:5].OS(O)(=O)=O.[CH3:19]O. No catalyst specified. The product is [NH2:1][C:2]1[C:10]([N+:11]([O-:13])=[O:12])=[CH:9][CH:8]=[CH:7][C:3]=1[C:4]([O:6][CH3:19])=[O:5]. The yield is 0.950. (3) The product is [I:1][C:2]1[C:3]([C:10]([OH:18])=[O:11])=[C:4]([O:8][CH3:9])[N:5]=[CH:6][CH:7]=1. The yield is 0.670. The catalyst is C(O)(C)(C)C.C1COCC1.C(O)=O.O. The reactants are [I:1][C:2]1[CH:7]=[CH:6][N:5]=[C:4]([O:8][CH3:9])[C:3]=1[CH:10]=[O:11].CC(=CC)C.P([O-])(O)(O)=[O:18].[Na+].Cl([O-])=O.[Na+]. (4) The reactants are [Cl:1][C:2]1[CH:7]=[CH:6][C:5]([C:8]2[O:9][C:10]3[C:15]([C:16](=[O:20])[C:17]=2[O:18][CH3:19])=[C:14]([OH:21])[CH:13]=[C:12]([O:22]COC)[C:11]=3[CH2:26][CH:27]=[C:28]([CH3:30])[CH3:29])=[CH:4][CH:3]=1.Cl. The catalyst is C(O)(C)C. The product is [Cl:1][C:2]1[CH:3]=[CH:4][C:5]([C:8]2[O:9][C:10]3[C:15]([C:16](=[O:20])[C:17]=2[O:18][CH3:19])=[C:14]([OH:21])[CH:13]=[C:12]([OH:22])[C:11]=3[CH2:26][CH:27]=[C:28]([CH3:30])[CH3:29])=[CH:6][CH:7]=1. The yield is 0.810. (5) The reactants are [CH:1]([C:3]1[CH:13]=[CH:12][C:6]([C:7]([O:9][CH2:10][CH3:11])=[O:8])=[C:5]([CH3:14])[CH:4]=1)=O.[C:15](=O)([O-])[O-].[K+].[K+]. The catalyst is O1CCOCC1.[Br-].C[P+](C1C=CC=CC=1)(C1C=CC=CC=1)C1C=CC=CC=1. The product is [CH3:14][C:5]1[CH:4]=[C:3]([CH:1]=[CH2:15])[CH:13]=[CH:12][C:6]=1[C:7]([O:9][CH2:10][CH3:11])=[O:8]. The yield is 0.720.